Dataset: Catalyst prediction with 721,799 reactions and 888 catalyst types from USPTO. Task: Predict which catalyst facilitates the given reaction. (1) Reactant: [Br:1][C:2]1[CH:3]=[CH:4][C:5]([OH:22])=[C:6]([C:8]2[CH2:12][CH2:11][CH2:10][C:9]=2[C:13]2[CH:14]=[C:15]([CH:19]=[CH:20][CH:21]=2)[C:16]([OH:18])=[O:17])[CH:7]=1.[CH2:23](Br)[C:24]1[CH:29]=[CH:28][CH:27]=[CH:26][CH:25]=1.[OH-].[K+]. Product: [Br:1][C:2]1[CH:3]=[CH:4][C:5]([O:22][CH2:23][C:24]2[CH:29]=[CH:28][CH:27]=[CH:26][CH:25]=2)=[C:6]([C:8]2[CH2:12][CH2:11][CH2:10][C:9]=2[C:13]2[CH:14]=[C:15]([CH:19]=[CH:20][CH:21]=2)[C:16]([OH:18])=[O:17])[CH:7]=1. The catalyst class is: 16. (2) Reactant: [OH-].[Na+].[CH:3]1([C:6]2[CH:11]=[C:10]([CH2:12][N:13]3[CH2:16][C:15]4([CH2:20][C:19]([N:21]5[CH2:26][CH2:25][C:24]([CH3:32])([C:27]([O:29]CC)=[O:28])[CH2:23][CH2:22]5)=[N:18][O:17]4)[CH2:14]3)[CH:9]=[C:8]([O:33][CH2:34][C@H:35]3[CH2:37][C:36]3([F:39])[F:38])[C:7]=2[C:40]2[CH:45]=[CH:44][C:43]([F:46])=[CH:42][CH:41]=2)[CH2:5][CH2:4]1. Product: [CH:3]1([C:6]2[CH:11]=[C:10]([CH2:12][N:13]3[CH2:14][C:15]4([CH2:20][C:19]([N:21]5[CH2:26][CH2:25][C:24]([CH3:32])([C:27]([OH:29])=[O:28])[CH2:23][CH2:22]5)=[N:18][O:17]4)[CH2:16]3)[CH:9]=[C:8]([O:33][CH2:34][C@H:35]3[CH2:37][C:36]3([F:38])[F:39])[C:7]=2[C:40]2[CH:41]=[CH:42][C:43]([F:46])=[CH:44][CH:45]=2)[CH2:4][CH2:5]1. The catalyst class is: 8. (3) Reactant: Cl[CH2:2][CH2:3][OH:4].Cl[S:6]([N:9]=[C:10]=[O:11])(=[O:8])=[O:7].[CH3:12][N:13]([CH3:17])[CH2:14][CH2:15][NH2:16].C(N(CC)CC)C. Product: [CH3:12][N:13]([CH3:17])[CH2:14][CH2:15][NH:16][S:6]([N:9]1[CH2:2][CH2:3][O:4][C:10]1=[O:11])(=[O:8])=[O:7]. The catalyst class is: 4. (4) Reactant: [C:1]([N:3]=[C:4](SC)[S:5][CH3:6])#[N:2].[CH2:9]([NH2:19])[C:10]1[CH:18]=[CH:17][C:16]2[O:15][CH2:14][O:13][C:12]=2[CH:11]=1. Product: [O:15]1[C:16]2[CH:17]=[CH:18][C:10]([CH2:9][NH:19][C:4](=[N:3][C:1]#[N:2])[S:5][CH3:6])=[CH:11][C:12]=2[O:13][CH2:14]1. The catalyst class is: 5. (5) The catalyst class is: 16. Reactant: N#N.[OH-:3].[K+].[CH:5]1[C:10]([OH:11])=[CH:9][CH:8]=[CH:7][C:6]=1[CH3:12].Cl[CH2:14][C:15]1[CH:20]=[CH:19][C:18]([C:21]2[CH:26]=[CH:25][C:24]([CH2:27]Cl)=[CH:23][CH:22]=2)=[CH:17][CH:16]=1. Product: [CH3:12][C:6]1[CH:5]=[C:10]([CH:9]=[CH:8][CH:7]=1)[O:11][CH2:14][C:15]1[CH:20]=[CH:19][C:18]([C:21]2[CH:26]=[CH:25][C:24]([CH2:27][O:3][C:10]3[CH:9]=[CH:8][CH:7]=[C:6]([CH3:12])[CH:5]=3)=[CH:23][CH:22]=2)=[CH:17][CH:16]=1. (6) Reactant: [Br-:1].[Br-].C1(P(C2C=CC=CC=2)C2C=CC=CC=2)C=CC=CC=1.BrBr.C1(P(C2C=CC=CC=2)C2C=CC=CC=2)C=CC=CC=1.[Cl:43][C:44]1[CH:49]=[CH:48][C:47]([CH2:50][CH:51]([CH3:54])[CH2:52]O)=[CH:46][CH:45]=1. The catalyst class is: 2. Product: [Br:1][CH2:52][CH:51]([CH3:54])[CH2:50][C:47]1[CH:48]=[CH:49][C:44]([Cl:43])=[CH:45][CH:46]=1. (7) Reactant: C([N:8]1[CH2:17][CH2:16][C:15]2[C:14]([NH:18][C:19]3[CH:28]=[CH:27][C:22]4[O:23][CH2:24][CH2:25][O:26][C:21]=4[CH:20]=3)=[N:13][CH:12]=[N:11][C:10]=2[CH2:9]1)C1C=CC=CC=1. Product: [O:23]1[C:22]2[CH:27]=[CH:28][C:19]([NH:18][C:14]3[C:15]4[CH2:16][CH2:17][NH:8][CH2:9][C:10]=4[N:11]=[CH:12][N:13]=3)=[CH:20][C:21]=2[O:26][CH2:25][CH2:24]1. The catalyst class is: 293. (8) Reactant: [CH3:1][C:2]([O:5][C:6]([NH:8][CH2:9][C@@H:10]1[CH2:15][CH2:14][C@H:13]([C:16]([N:18]2[CH2:22][C@@H:21]([N:23]3[CH2:28][CH2:27][NH:26][CH2:25][CH2:24]3)[CH2:20][C@H:19]2[C:29]([NH:31][C:32]2[CH:41]=[CH:40][C:35]([C:36]([O:38][CH3:39])=[O:37])=[CH:34][CH:33]=2)=[O:30])=[O:17])[CH2:12][CH2:11]1)=[O:7])([CH3:4])[CH3:3].[N-:42]=[C:43]=[O:44].[K+].C(=O)(O)[O-].[Na+]. Product: [C:2]([O:5][C:6]([NH:8][CH2:9][CH:10]1[CH2:15][CH2:14][CH:13]([C:16]([N:18]2[CH2:22][C@@H:21]([N:23]3[CH2:28][CH2:27][N:26]([C:43](=[O:44])[NH2:42])[CH2:25][CH2:24]3)[CH2:20][C@H:19]2[C:29]([NH:31][C:32]2[CH:33]=[CH:34][C:35]([C:36]([O:38][CH3:39])=[O:37])=[CH:40][CH:41]=2)=[O:30])=[O:17])[CH2:12][CH2:11]1)=[O:7])([CH3:1])([CH3:3])[CH3:4]. The catalyst class is: 86. (9) Reactant: Cl[C:2]1[C:7]([S:8][CH3:9])=[C:6]([N:10]2[CH2:15][CH2:14][O:13][CH2:12][CH2:11]2)[N:5]=[C:4]([C:16]2[CH:21]=[CH:20][C:19]([NH2:22])=[CH:18][CH:17]=2)[N:3]=1.[NH:23]1[CH2:28][CH2:27][O:26][CH2:25][CH2:24]1.C(N(CC)CC)C. Product: [CH3:9][S:8][C:7]1[C:2]([N:23]2[CH2:28][CH2:27][O:26][CH2:25][CH2:24]2)=[N:3][C:4]([C:16]2[CH:21]=[CH:20][C:19]([NH2:22])=[CH:18][CH:17]=2)=[N:5][C:6]=1[N:10]1[CH2:15][CH2:14][O:13][CH2:12][CH2:11]1. The catalyst class is: 12.